From a dataset of Merck oncology drug combination screen with 23,052 pairs across 39 cell lines. Regression. Given two drug SMILES strings and cell line genomic features, predict the synergy score measuring deviation from expected non-interaction effect. (1) Drug 1: C#Cc1cccc(Nc2ncnc3cc(OCCOC)c(OCCOC)cc23)c1. Drug 2: COC1=C2CC(C)CC(OC)C(O)C(C)C=C(C)C(OC(N)=O)C(OC)C=CC=C(C)C(=O)NC(=CC1=O)C2=O. Cell line: NCIH23. Synergy scores: synergy=0.0552. (2) Drug 1: O=C(CCCCCCC(=O)Nc1ccccc1)NO. Drug 2: NC1CCCCC1N.O=C(O)C(=O)O.[Pt+2]. Cell line: SKMEL30. Synergy scores: synergy=-11.7. (3) Drug 1: O=S1(=O)NC2(CN1CC(F)(F)F)C1CCC2Cc2cc(C=CCN3CCC(C(F)(F)F)CC3)ccc2C1. Drug 2: Cn1nnc2c(C(N)=O)ncn2c1=O. Cell line: UWB1289. Synergy scores: synergy=-3.40. (4) Drug 1: NC(=O)c1cccc2cn(-c3ccc(C4CCCNC4)cc3)nc12. Drug 2: O=C(NOCC(O)CO)c1ccc(F)c(F)c1Nc1ccc(I)cc1F. Cell line: HT29. Synergy scores: synergy=-2.48.